Dataset: Experimentally validated miRNA-target interactions with 360,000+ pairs, plus equal number of negative samples. Task: Binary Classification. Given a miRNA mature sequence and a target amino acid sequence, predict their likelihood of interaction. (1) The miRNA is hsa-miR-490-3p with sequence CAACCUGGAGGACUCCAUGCUG. The protein sequence of the target gene is MSTVKEAAHRLSKSEMSLYAVLDLKKGASPEDFKKSYSHSALLPHPPFEYHLGRKLALRYHPDKNPGNAQAAEIFKEINAAHAILSDSKKRKIYDQHGSLGIYLYDHFGEEGVRYYFILNSCWFKTLVILCTLLTCCCFCCCCCFCCGALKPPPEQDSGRKYQQNVQSQPPRSGAKCDFRSEENSEDDF. Result: 0 (no interaction). (2) The miRNA is mmu-miR-511-3p with sequence AAUGUGUAGCAAAAGACAGGAU. The protein sequence of the target gene is MAENPGLENHRIKSFKNKGRDVETMRRHRNEVTVELRKNKRDEHLLKKRNVPQEESLEDSDVDADFKAQNVTLEAILQNATSDNPVVQLSAVQAARKLLSSDRNPPIDDLIKSGILPILVKCLERDDNPSLQFEAAWALTNIASGTSAQTQAVVQSNAVPLFLRLLHSPHQNVCEQAVWALGNIIGDGPQCRDYVISLGVVKPLLSFINPSIPITFLRNVTWVIVNLCRNKDPPPPMETVQEILPALCVLIYHTDINILVDTVWALSYLTDGGNEQIQMVIDSGVVPFLVPLLSHQEVKV.... Result: 0 (no interaction). (3) The miRNA is mmu-miR-1983 with sequence CUCACCUGGAGCAUGUUUUCU. The protein sequence of the target gene is MPFSDFVLALKDNPYFGAGFGLVGVGTALAMARKGAQLGLVAFRRHYMITLEVPARDRSYAWLLSWLTRHSTRTQHLSVETSYLQHESGRISTKFEFIPSPGNHFIWYQGKWIRVERNRDMQMVDLQTGTPWESVTFTALGTDRKVFFNILEEARALALQQEEGKTVMYTAVGSEWRTFGYPRRRRPLDSVVLQQGLADRIVKDIREFIDNPKWYIDRGIPYRRGYLLYGPPGCGKSSFITALAGELEHSICLLSLTDSSLSDDRLNHLLSVAPQQSLVLLEDVDAAFLSRDLAVENPIK.... Result: 0 (no interaction). (4) The miRNA is hsa-miR-1244 with sequence AAGUAGUUGGUUUGUAUGAGAUGGUU. The protein sequence of the target gene is MELEDGVVYQEEPGGSGAVMSERVSGLAGSIYREFERLIGRYDEEVVKELMPLVVAVLENLDSVFAQDQEHQVELELLRDDNEQLITQYEREKALRKHAEEKFIEFEDSQEQEKKDLQTRVESLESQTRQLELKAKNYADQISRLEEREAELKKEYNALHQRHTEMIHNYMEHLERTKLHQLSGSDQLESTAHSRIRKERPISLGIFPLPAGDGLLTPDAQKGGETPGSEQWKFQELSQPRSHTSLKVSNSPEPQKAVEQEDELSDVSQGGSKATTPASTANSDVATIPTDTPLKEENEG.... Result: 0 (no interaction).